Dataset: CYP2C9 inhibition data for predicting drug metabolism from PubChem BioAssay. Task: Regression/Classification. Given a drug SMILES string, predict its absorption, distribution, metabolism, or excretion properties. Task type varies by dataset: regression for continuous measurements (e.g., permeability, clearance, half-life) or binary classification for categorical outcomes (e.g., BBB penetration, CYP inhibition). Dataset: cyp2c9_veith. (1) The drug is N[C@@H]1C=CC=C(C(=O)O)C1. The result is 0 (non-inhibitor). (2) The drug is Cc1nc(CN2CCCCC2)c(O)c(=O)[nH]1. The result is 0 (non-inhibitor). (3) The drug is O=C(c1ccccc1)c1c[nH]c(C(=O)NCCCN2CCOCC2)c1. The result is 0 (non-inhibitor). (4) The compound is Cc1nc2cnc(N3CCOCC3)nc2n(C)c1=O. The result is 0 (non-inhibitor).